From a dataset of Full USPTO retrosynthesis dataset with 1.9M reactions from patents (1976-2016). Predict the reactants needed to synthesize the given product. (1) Given the product [Si:16]([O:10][CH2:9][CH2:8][NH:1][C:2]1[CH:7]=[CH:6][CH:5]=[CH:4][CH:3]=1)([C:29]([CH3:32])([CH3:31])[CH3:30])([C:23]1[CH:24]=[CH:25][CH:26]=[CH:27][CH:28]=1)[C:17]1[CH:22]=[CH:21][CH:20]=[CH:19][CH:18]=1, predict the reactants needed to synthesize it. The reactants are: [NH:1]([CH2:8][CH2:9][OH:10])[C:2]1[CH:7]=[CH:6][CH:5]=[CH:4][CH:3]=1.N1C=CN=C1.[Si:16](Cl)([C:29]([CH3:32])([CH3:31])[CH3:30])([C:23]1[CH:28]=[CH:27][CH:26]=[CH:25][CH:24]=1)[C:17]1[CH:22]=[CH:21][CH:20]=[CH:19][CH:18]=1.O. (2) Given the product [CH3:42][C:10]1([CH3:41])[C@@H:9]([OH:8])[CH2:38][CH2:37][C@@:36]2([CH3:39])[C@H:11]1[CH2:12][CH2:13][C:14]1[C:15]3[C@:32]([CH3:40])([CH2:33][CH2:34][C:35]=12)[C@@H:18]([C@H:19]([CH3:31])[CH2:20][CH2:21][CH2:22][OH:23])[CH2:17][CH:16]=3, predict the reactants needed to synthesize it. The reactants are: [Si]([O:8][C@H:9]1[CH2:38][CH2:37][C@@:36]2([CH3:39])[C:11](=[CH:12][CH:13]=[C:14]3[C@@H:35]2[CH2:34][CH2:33][C@@:32]2([CH3:40])[C@H:15]3[CH2:16][CH2:17][C@@H:18]2[C@H:19]([CH3:31])[CH2:20][CH2:21][CH2:22][O:23][Si](C(C)(C)C)(C)C)[C:10]1([CH3:42])[CH3:41])(C(C)(C)C)(C)C. (3) Given the product [C:1]([O:5][C:6](=[O:19])[C:7]([S:10][C:11]1[S:12][CH:13]=[C:14]([CH2:16][CH2:17][O:18][C:24]2[CH:25]=[CH:26][C:21]([Br:20])=[CH:22][C:23]=2[F:28])[N:15]=1)([CH3:9])[CH3:8])([CH3:2])([CH3:4])[CH3:3], predict the reactants needed to synthesize it. The reactants are: [C:1]([O:5][C:6](=[O:19])[C:7]([S:10][C:11]1[S:12][CH:13]=[C:14]([CH2:16][CH2:17][OH:18])[N:15]=1)([CH3:9])[CH3:8])([CH3:4])([CH3:3])[CH3:2].[Br:20][C:21]1[CH:26]=[CH:25][C:24](O)=[C:23]([F:28])[CH:22]=1.C1(P(C2C=CC=CC=2)C2C=CC=CC=2)C=CC=CC=1.[N+](C(OCC)=O)(C(OCC)=O)=[N-]. (4) Given the product [Cl:12][C:3]1[CH:4]=[C:5]([S:8]([N:13]2[CH2:18][CH2:17][O:16][CH2:15][CH2:14]2)(=[O:10])=[O:9])[CH:6]=[CH:7][C:2]=1[F:1], predict the reactants needed to synthesize it. The reactants are: [F:1][C:2]1[CH:7]=[CH:6][C:5]([S:8](Cl)(=[O:10])=[O:9])=[CH:4][C:3]=1[Cl:12].[NH:13]1[CH2:18][CH2:17][O:16][CH2:15][CH2:14]1. (5) The reactants are: N(C(OC(C)(C)C)=O)[C@H:2]([C:14](O)=O)[CH2:3]CCNC(OC(C)(C)C)=O.CN(C(ON1N=[N:40][C:34]2[CH:35]=CC(=C[C:33]1=2)Cl)=[N+](C)C)C.F[P-](F)(F)(F)(F)F.[CH:49]1C(Cl)=CC2N(O)N=NC=2[CH:50]=1. Given the product [CH3:49][CH2:50][N:40]([CH:34]([CH3:33])[CH3:35])[CH:2]([CH3:14])[CH3:3], predict the reactants needed to synthesize it. (6) Given the product [Cl:12][C:1]1[CH:6]=[CH:5][C:4]([C:8](=[O:9])[C@H:7]([C:1]2[CH:6]=[CH:5][CH:4]=[CH:3][CH:2]=2)[CH3:11])=[CH:3][CH:2]=1, predict the reactants needed to synthesize it. The reactants are: [C:1]1([C@H:7]([CH3:11])[C:8](Cl)=[O:9])[CH:6]=[CH:5][CH:4]=[CH:3][CH:2]=1.[ClH:12].